This data is from TCR-epitope binding with 47,182 pairs between 192 epitopes and 23,139 TCRs. The task is: Binary Classification. Given a T-cell receptor sequence (or CDR3 region) and an epitope sequence, predict whether binding occurs between them. (1) The epitope is ILHCANFNV. The TCR CDR3 sequence is CATRTSGEQETQYF. Result: 0 (the TCR does not bind to the epitope). (2) The epitope is YLNTLTLAV. The TCR CDR3 sequence is CASSFTFGQVGAEAFF. Result: 1 (the TCR binds to the epitope). (3) The epitope is QECVRGTTVL. The TCR CDR3 sequence is CASNNGLAHTPEYF. Result: 0 (the TCR does not bind to the epitope). (4) The epitope is VLWAHGFEL. The TCR CDR3 sequence is CASSQGWGGTEAFF. Result: 1 (the TCR binds to the epitope). (5) The epitope is HTTDPSFLGRY. The TCR CDR3 sequence is CASSQDGSPSPLHF. Result: 1 (the TCR binds to the epitope). (6) The epitope is YLNTLTLAV. The TCR CDR3 sequence is CASSPRYQRGISGANVLTF. Result: 1 (the TCR binds to the epitope). (7) The epitope is RQLLFVVEV. The TCR CDR3 sequence is CASSFFSGANVLTF. Result: 1 (the TCR binds to the epitope).